Dataset: Catalyst prediction with 721,799 reactions and 888 catalyst types from USPTO. Task: Predict which catalyst facilitates the given reaction. (1) Reactant: [Cl:1][C:2]1[CH:3]=[C:4]([CH:13]=[CH:14][CH:15]=1)[O:5][C:6]1[CH:12]=[CH:11][C:9]([NH2:10])=[CH:8][CH:7]=1.[CH:16]1([CH:22]=O)[CH2:21][CH2:20][CH2:19][CH2:18][CH2:17]1.[O:24]1[CH:29]=[CH:28][CH2:27][CH2:26][CH2:25]1. Product: [Cl:1][C:2]1[CH:3]=[C:4]([CH:13]=[CH:14][CH:15]=1)[O:5][C:6]1[CH:12]=[CH:11][C:9]2[NH:10][CH:22]([CH:16]3[CH2:17][CH2:18][CH2:19][CH2:20][CH2:21]3)[CH:26]3[CH2:27][CH2:28][CH2:29][O:24][CH:25]3[C:8]=2[CH:7]=1. The catalyst class is: 23. (2) Reactant: CO[CH:3](OC)[N:4]([CH3:6])[CH3:5].[CH:9]1([C:12](=[O:19])[CH2:13][C:14]([O:16][CH2:17][CH3:18])=[O:15])[CH2:11][CH2:10]1. Product: [CH:9]1([C:12]([C:13](=[CH:3][N:4]([CH3:5])[CH3:6])[C:14]([O:16][CH2:17][CH3:18])=[O:15])=[O:19])[CH2:10][CH2:11]1. The catalyst class is: 12. (3) Reactant: [C:1](#[N:4])[CH2:2][OH:3].[C:5]([C:7]1[CH:8]=[C:9]([N:14]2[N:18]=[C:17]([C:19]3[CH:24]=[CH:23][C:22]([CH2:25][CH2:26][C:27]([O:29][C:30]([CH3:33])([CH3:32])[CH3:31])=[O:28])=[CH:21][C:20]=3[CH3:34])[S:16][CH2:15]2)[CH:10]=[CH:11][C:12]=1F)#[N:6].[H-].[Na+]. Product: [C:5]([C:7]1[CH:8]=[C:9]([N:14]2[N:18]=[C:17]([C:19]3[CH:24]=[CH:23][C:22]([CH2:25][CH2:26][C:27]([O:29][C:30]([CH3:32])([CH3:31])[CH3:33])=[O:28])=[CH:21][C:20]=3[CH3:34])[S:16][CH2:15]2)[CH:10]=[CH:11][C:12]=1[O:3][CH2:2][C:1]#[N:4])#[N:6]. The catalyst class is: 49. (4) Reactant: [F:1][C:2]1[CH:3]=[C:4]([C:8]2[CH:9]=[CH:10][C:11]3[N:12]=[CH:13][N:14]=[C:15]([NH2:18])[C:16]=3[N:17]=2)[CH:5]=[CH:6][CH:7]=1.[H-].[Na+].I[CH:22]([CH3:24])[CH3:23]. Product: [F:1][C:2]1[CH:3]=[C:4]([C:8]2[CH:9]=[CH:10][C:11]3[N:12]=[CH:13][N:14]=[C:15]([NH:18][CH:22]([CH3:24])[CH3:23])[C:16]=3[N:17]=2)[CH:5]=[CH:6][CH:7]=1. The catalyst class is: 3. (5) Reactant: [C:1]([OH:9])(=O)[C:2]1[CH:7]=[CH:6][N:5]=[CH:4][CH:3]=1.C(N(CC)CC)C.[NH2:17][C:18]1[C:26]([F:27])=[C:25]2[C:21]([C:22]([CH3:31])([CH3:30])[C:23](=[O:29])[N:24]2[CH3:28])=[CH:20][C:19]=1[F:32]. Product: [F:32][C:19]1[CH:20]=[C:21]2[C:25](=[C:26]([F:27])[C:18]=1[NH:17][C:1](=[O:9])[C:2]1[CH:3]=[CH:4][N:5]=[CH:6][CH:7]=1)[N:24]([CH3:28])[C:23](=[O:29])[C:22]2([CH3:31])[CH3:30]. The catalyst class is: 634.